This data is from Full USPTO retrosynthesis dataset with 1.9M reactions from patents (1976-2016). The task is: Predict the reactants needed to synthesize the given product. (1) Given the product [C:1]([NH:5][C:6]([C:8]1[C:16]2[C:11](=[N:12][CH:13]=[C:14]([NH:17][C:18]3[CH:19]=[N:20][C:21]([S:24]([CH3:27])(=[O:25])=[O:26])=[CH:22][CH:23]=3)[N:15]=2)[NH:10][CH:9]=1)=[O:7])([CH3:4])([CH3:3])[CH3:2], predict the reactants needed to synthesize it. The reactants are: [C:1]([NH:5][C:6]([C:8]1[C:16]2[C:11](=[N:12][CH:13]=[C:14]([NH:17][C:18]3[CH:19]=[N:20][C:21]([S:24]([CH3:27])(=[O:26])=[O:25])=[CH:22][CH:23]=3)[N:15]=2)[N:10](COCC[Si](C)(C)C)[CH:9]=1)=[O:7])([CH3:4])([CH3:3])[CH3:2].FC(F)(F)C(O)=O. (2) Given the product [N:1]1[CH:6]=[CH:5][CH:4]=[C:3]([C:7]2[CH:8]=[C:9]3[C:13](=[CH:14][CH:15]=2)[NH:12][N:11]=[CH:10]3)[CH:2]=1, predict the reactants needed to synthesize it. The reactants are: [N:1]1[CH:6]=[CH:5][CH:4]=[C:3]([C:7]2[CH:8]=[C:9]3[C:13](=[CH:14][CH:15]=2)[N:12](COCC[Si](C)(C)C)[N:11]=[CH:10]3)[CH:2]=1.C(N)CN.